The task is: Predict the reaction yield, written as a fraction of the theoretical maximum amount of product (1.0 means a 100% yield; for example, 0.34 means a 34% yield).. This data is from Reaction yield outcomes from USPTO patents with 853,638 reactions. (1) The reactants are CC1N=C(N2C(=O)N(CC3C=CC(C(F)(F)F)=CC=3)N=C2)SC=1C(O)=O.[F:27][C:28]1[CH:49]=[CH:48][C:31]([CH2:32][N:33]2[C:37](=[O:38])[N:36]([C:39]3[S:40][C:41]([C:45](O)=[O:46])=[C:42]([CH3:44])[N:43]=3)[CH:35]=[N:34]2)=[CH:30][CH:29]=1.[CH3:50][N:51]1[CH:55]=[C:54]([CH2:56][NH2:57])[CH:53]=[N:52]1. No catalyst specified. The product is [F:27][C:28]1[CH:29]=[CH:30][C:31]([CH2:32][N:33]2[C:37](=[O:38])[N:36]([C:39]3[S:40][C:41]([C:45]([NH:57][CH2:56][C:54]4[CH:53]=[N:52][N:51]([CH3:50])[CH:55]=4)=[O:46])=[C:42]([CH3:44])[N:43]=3)[CH:35]=[N:34]2)=[CH:48][CH:49]=1. The yield is 0.630. (2) The reactants are Br[C:2]1[CH:3]=[C:4]([CH:27]=[CH:28][CH:29]=1)[CH2:5][N:6]1[C:10]([CH3:11])=[N:9][C:8]([C:12]2[O:13][C:14]([C:17]3[CH:22]=[CH:21][C:20]([C:23]([CH3:26])([CH3:25])[CH3:24])=[CH:19][CH:18]=3)=[N:15][N:16]=2)=[N:7]1.[CH3:30][N:31]1[CH2:36][CH2:35][NH:34][CH2:33][CH2:32]1.CC([O-])(C)C.[Na+].C1(P(C2CCCCC2)C2C=CC=CC=2C2C(OC(C)C)=CC=CC=2OC(C)C)CCCCC1. The catalyst is C1COCC1.CS(C)=O.CC(OC1C=CC=C(OC(C)C)C=1C1C(P(C2CCCCC2)C2CCCCC2)=CC=CC=1)C.C1C=[C-]C(C2C(N)=CC=CC=2)=CC=1.Cl[Pd+]. The product is [C:23]([C:20]1[CH:21]=[CH:22][C:17]([C:14]2[O:13][C:12]([C:8]3[N:9]=[C:10]([CH3:11])[N:6]([CH2:5][C:4]4[CH:27]=[CH:28][CH:29]=[C:2]([N:34]5[CH2:35][CH2:36][N:31]([CH3:30])[CH2:32][CH2:33]5)[CH:3]=4)[N:7]=3)=[N:16][N:15]=2)=[CH:18][CH:19]=1)([CH3:26])([CH3:25])[CH3:24]. The yield is 0.0430. (3) The reactants are [F:1][C:2]1[CH:7]=[C:6](I)[CH:5]=[C:4]([CH3:9])[C:3]=1[C:10](=[O:12])[CH3:11].[O-]P([O-])([O-])=O.[K+].[K+].[K+].[CH3:21][O:22][C:23]1[CH:28]=[CH:27][C:26]([OH:29])=[CH:25][CH:24]=1. The catalyst is C1(C)C=CC=CC=1.CC([O-])=O.CC([O-])=O.[Pd+2].C(P(C(C)(C)C)C1C=CC=CC=1C1C(C(C)C)=CC(C(C)C)=CC=1C(C)C)(C)(C)C. The product is [F:1][C:2]1[CH:7]=[C:6]([O:29][C:26]2[CH:27]=[CH:28][C:23]([O:22][CH3:21])=[CH:24][CH:25]=2)[CH:5]=[C:4]([CH3:9])[C:3]=1[C:10](=[O:12])[CH3:11]. The yield is 0.430. (4) The reactants are [F:1][C:2]1[C:3]([C:8]2([CH2:12][NH:13][C:14]3[N:19]=[N:18][C:17](C#N)=[CH:16][CH:15]=3)[CH2:11][CH2:10][CH2:9]2)=[N:4][CH:5]=[CH:6][CH:7]=1.C[Mg+].[Br-].Cl.CCO[C:29]([CH3:31])=[O:30]. The catalyst is C1COCC1.CCOCC. The product is [F:1][C:2]1[C:3]([C:8]2([CH2:12][NH:13][C:14]3[N:19]=[N:18][C:17]([C:29](=[O:30])[CH3:31])=[CH:16][CH:15]=3)[CH2:9][CH2:10][CH2:11]2)=[N:4][CH:5]=[CH:6][CH:7]=1. The yield is 0.180. (5) The reactants are [F:1][C:2]1[CH:34]=[C:33]([F:35])[CH:32]=[CH:31][C:3]=1[O:4][C:5]1[CH:6]=[C:7]2[C:11](=[CH:12][C:13]=1[C:14]([NH:16][C@@H:17]([CH2:22][CH2:23][N:24]([CH3:26])[CH3:25])[C:18](OC)=[O:19])=[O:15])[N:10]([CH2:27][CH:28]([CH3:30])[CH3:29])[N:9]=[CH:8]2.[BH4-].[Na+]. The catalyst is C1COCC1.CCO. The product is [F:1][C:2]1[CH:34]=[C:33]([F:35])[CH:32]=[CH:31][C:3]=1[O:4][C:5]1[CH:6]=[C:7]2[C:11](=[CH:12][C:13]=1[C:14]([NH:16][C@@H:17]([CH2:22][CH2:23][N:24]([CH3:26])[CH3:25])[CH2:18][OH:19])=[O:15])[N:10]([CH2:27][CH:28]([CH3:29])[CH3:30])[N:9]=[CH:8]2. The yield is 0.970. (6) The reactants are [CH2:1]1[C:13]2[NH:12][C:11]3[C:6](=[CH:7][CH:8]=[CH:9][CH:10]=3)[C:5]=2[CH2:4][CH2:3][NH:2]1.C(Cl)Cl.[C:17]([O:21][C:22](O[C:22]([O:21][C:17]([CH3:20])([CH3:19])[CH3:18])=[O:23])=[O:23])([CH3:20])([CH3:19])[CH3:18].C(N(CC)C(C)C)(C)C. The catalyst is CCOC(C)=O. The product is [CH2:1]1[C:13]2[NH:12][C:11]3[C:6](=[CH:7][CH:8]=[CH:9][CH:10]=3)[C:5]=2[CH2:4][CH2:3][N:2]1[C:22]([O:21][C:17]([CH3:20])([CH3:19])[CH3:18])=[O:23]. The yield is 1.00. (7) The reactants are C(N1C=CN=C1)([N:3]1C=CN=C1)=O.[CH2:13]([O:20][C:21]([NH:23][CH2:24][C:25]([CH3:30])([CH3:29])[C:26](O)=[O:27])=[O:22])[C:14]1[CH:19]=[CH:18][CH:17]=[CH:16][CH:15]=1.[NH4+].[OH-]. The catalyst is O1CCCC1.O. The product is [CH2:13]([O:20][C:21]([NH:23][CH2:24][C:25]([CH3:30])([CH3:29])[C:26]([NH2:3])=[O:27])=[O:22])[C:14]1[CH:19]=[CH:18][CH:17]=[CH:16][CH:15]=1. The yield is 0.540.